Task: Binary Classification. Given a miRNA mature sequence and a target amino acid sequence, predict their likelihood of interaction.. Dataset: Experimentally validated miRNA-target interactions with 360,000+ pairs, plus equal number of negative samples The miRNA is hsa-miR-665 with sequence ACCAGGAGGCUGAGGCCCCU. The protein sequence of the target gene is MGMSKSHSFFGYPLSIFFIVVNEFCERFSYYGMRAILILYFTNFISWDDNLSTAIYHTFVALCYLTPILGALIADSWLGKFKTIVSLSIVYTIGQAVTSVSSINDLTDHNHDGTPDSLPVHVVLSLIGLALIALGTGGIKPCVSAFGGDQFEEGQEKQRNRFFSIFYLAINAGSLLSTIITPMLRVQQCGIHSKQACYPLAFGVPAALMAVALIVFVLGSGMYKKFKPQGNIMGKVAKCIGFAIKNRFRHRSKAFPKREHWLDWAKEKYDERLISQIKMVTRVMFLYIPLPMFWALFDQQ.... Result: 1 (interaction).